From a dataset of Human liver microsome stability data. Regression/Classification. Given a drug SMILES string, predict its absorption, distribution, metabolism, or excretion properties. Task type varies by dataset: regression for continuous measurements (e.g., permeability, clearance, half-life) or binary classification for categorical outcomes (e.g., BBB penetration, CYP inhibition). Dataset: hlm. (1) The result is 0 (unstable in human liver microsomes). The drug is CC(C)(C)[C@H]1C(O)=C(C2=NS(=O)(=O)c3c(OCC(N)=O)cccc32)C(=O)N1Cc1ccc(F)c(Cl)c1. (2) The drug is O=C(NC1c2ccccc2CCC1O)n1c(=O)n(CCN2CCOCC2)c2ccccc21. The result is 1 (stable in human liver microsomes).